Dataset: Experimentally validated miRNA-target interactions with 360,000+ pairs, plus equal number of negative samples. Task: Binary Classification. Given a miRNA mature sequence and a target amino acid sequence, predict their likelihood of interaction. (1) The miRNA is hsa-miR-6885-3p with sequence CUUUGCUUCCUGCUCCCCUAG. The protein sequence of the target gene is MLLLWVSVVAALALAVLAPGAGEQRRRAAKAPNVVLVVSDSFDGRLTFHPGSQVVKLPFINFMKTRGTSFLNAYTNSPICCPSRAAMWSGLFTHLTESWNNFKGLDPNYTTWMDVMERHGYRTQKFGKLDYTSGHHSISNRVEAWTRDVAFLLRQEGRPMVNLIRNRTKVRVMERDWQNTDKAVNWLRKEAINYTEPFVIYLGLNLPHPYPSPSSGENFGSSTFHTSLYWLEKVSHDAIKIPKWSPLSEMHPVDYYSSYTKNCTGRFTKKEIKNIRAFYYAMCAETDAMLGEIILALHQL.... Result: 1 (interaction). (2) The miRNA is mmu-miR-190a-5p with sequence UGAUAUGUUUGAUAUAUUAGGU. The protein sequence of the target gene is MAARGGGAGGAGSGSGPSAGTAGEAAEPALRPGEVAALHPQEVAARLQRMRRELSNRRKILVKNLPQDSSSQEVHELLQDYELKYCYVDRNKRTAFVTLLNGEQAQSAIQRFHQFSFRGRELTVQLQPTDALLCITNLPISFTLEEFEELVRAYGNIERCFLVYSEVTGHSKGYGFVEYMKKDFAAKARLELLGRQMGASALFAQWMDVNLLASELIHSKCLCIDKLPSDYSDSEELLQLFSGIHKPVFCQLAQDEGSHGGGFAVVEYSTAEHAEEVQQVADGITIKGSQVQLSFCAPGA.... Result: 1 (interaction).